This data is from Full USPTO retrosynthesis dataset with 1.9M reactions from patents (1976-2016). The task is: Predict the reactants needed to synthesize the given product. (1) Given the product [NH2:1][CH2:2][CH2:3][CH2:4][CH2:5][NH:6][C:7]1[C:8]2[CH:16]=[CH:15][NH:14][C:9]=2[N:10]=[C:11]([NH:17][C:18]2[CH:19]=[CH:20][C:21]([N:24]([CH3:28])[C:25](=[O:27])[CH3:26])=[CH:22][CH:23]=2)[N:12]=1, predict the reactants needed to synthesize it. The reactants are: [NH2:1][CH2:2][CH2:3][CH2:4][CH2:5][NH:6][C:7]1[C:8]2[CH:16]=[CH:15][NH:14][C:9]=2[N:10]=[C:11](Cl)[N:12]=1.[NH2:17][C:18]1[CH:23]=[CH:22][C:21]([N:24]([CH3:28])[C:25](=[O:27])[CH3:26])=[CH:20][CH:19]=1.C[Si](Cl)(C)C. (2) Given the product [C:20]([O:19][C:18](=[O:24])[NH:17][CH:14]1[CH2:15][CH2:16][N:11]([CH2:2][C:3](=[O:4])[C:5]2[CH:10]=[CH:9][CH:8]=[CH:7][CH:6]=2)[CH2:12][CH2:13]1)([CH3:23])([CH3:21])[CH3:22], predict the reactants needed to synthesize it. The reactants are: Br[CH2:2][C:3]([C:5]1[CH:10]=[CH:9][CH:8]=[CH:7][CH:6]=1)=[O:4].[NH:11]1[CH2:16][CH2:15][CH:14]([NH:17][C:18](=[O:24])[O:19][C:20]([CH3:23])([CH3:22])[CH3:21])[CH2:13][CH2:12]1.CCN(C(C)C)C(C)C.[OH-].[Na+]. (3) Given the product [CH3:1][C:2]1[CH:3]=[C:4]([CH2:9][OH:10])[CH:5]=[N:6][C:7]=1[CH3:8], predict the reactants needed to synthesize it. The reactants are: [CH3:1][C:2]1[CH:3]=[C:4]([C:9](OC)=[O:10])[CH:5]=[N:6][C:7]=1[CH3:8].CC(C[AlH]CC(C)C)C.C(C(C(C([O-])=O)O)O)([O-])=O. (4) The reactants are: [Cl:1][C:2]1[CH:7]=[CH:6][C:5]([C:8]2[CH:9]=[C:10]3[C:16]([C:17]([C:19]4[C:20]([F:33])=[C:21]([NH:26][S:27]([CH2:30][CH2:31][CH3:32])(=[O:29])=[O:28])[CH:22]=[CH:23][C:24]=4[F:25])=[O:18])=[CH:15][NH:14][C:11]3=[N:12][CH:13]=2)=[CH:4][CH:3]=1.[OH-].[K+].[CH:36]1([C:41]([O:43][CH:44](Cl)[CH3:45])=[O:42])[CH2:40][CH2:39][CH2:38][CH2:37]1. Given the product [CH:36]1([C:41]([O:43][CH:44]([N:14]2[C:11]3=[N:12][CH:13]=[C:8]([C:5]4[CH:6]=[CH:7][C:2]([Cl:1])=[CH:3][CH:4]=4)[CH:9]=[C:10]3[C:16]([C:17](=[O:18])[C:19]3[C:24]([F:25])=[CH:23][CH:22]=[C:21]([NH:26][S:27]([CH2:30][CH2:31][CH3:32])(=[O:28])=[O:29])[C:20]=3[F:33])=[CH:15]2)[CH3:45])=[O:42])[CH2:40][CH2:39][CH2:38][CH2:37]1, predict the reactants needed to synthesize it. (5) Given the product [CH:37]([C:29]1[CH:28]=[C:27]([S:24]([NH:23][CH:22]2[C:16]3[CH:15]=[CH:14][CH:13]=[C:12]([O:11][CH2:10][C:9]([OH:40])=[O:8])[C:17]=3[CH2:18][CH2:19][CH2:20][CH2:21]2)(=[O:25])=[O:26])[CH:32]=[C:31]([C:33]([F:35])([F:34])[F:36])[CH:30]=1)([CH3:39])[CH3:38], predict the reactants needed to synthesize it. The reactants are: O.[OH-].[Li+].C([O:8][C:9](=[O:40])[CH2:10][O:11][C:12]1[C:17]2[CH2:18][CH2:19][CH2:20][CH2:21][CH:22]([NH:23][S:24]([C:27]3[CH:32]=[C:31]([C:33]([F:36])([F:35])[F:34])[CH:30]=[C:29]([CH:37]([CH3:39])[CH3:38])[CH:28]=3)(=[O:26])=[O:25])[C:16]=2[CH:15]=[CH:14][CH:13]=1)(C)(C)C.C1COCC1.CO.